This data is from NCI-60 drug combinations with 297,098 pairs across 59 cell lines. The task is: Regression. Given two drug SMILES strings and cell line genomic features, predict the synergy score measuring deviation from expected non-interaction effect. Drug 1: CC1=CC2C(CCC3(C2CCC3(C(=O)C)OC(=O)C)C)C4(C1=CC(=O)CC4)C. Drug 2: CN(C)C1=NC(=NC(=N1)N(C)C)N(C)C. Cell line: UACC62. Synergy scores: CSS=-1.61, Synergy_ZIP=0.533, Synergy_Bliss=-0.169, Synergy_Loewe=-0.686, Synergy_HSA=-1.01.